This data is from Full USPTO retrosynthesis dataset with 1.9M reactions from patents (1976-2016). The task is: Predict the reactants needed to synthesize the given product. (1) Given the product [F:29][C:26]1[CH:27]=[C:28]2[C:23](=[CH:24][CH:25]=1)[NH:22][C:21](=[O:30])[C:20]2=[CH:19][C:15]1[CH:14]=[C:13]([CH:18]=[CH:17][CH:16]=1)[C:12]([NH:11][CH2:10][CH2:9][CH2:8][CH2:7][CH2:6][CH2:5][CH2:4][C:3]([OH:32])=[O:2])=[O:31], predict the reactants needed to synthesize it. The reactants are: C[O:2][C:3](=[O:32])[CH2:4][CH2:5][CH2:6][CH2:7][CH2:8][CH2:9][CH2:10][NH:11][C:12](=[O:31])[C:13]1[CH:18]=[CH:17][CH:16]=[C:15]([CH:19]=[C:20]2[C:28]3[C:23](=[CH:24][CH:25]=[C:26]([F:29])[CH:27]=3)[NH:22][C:21]2=[O:30])[CH:14]=1.CO.[Li+].[OH-].Cl. (2) Given the product [Cl:24][C:21]1[CH:20]=[CH:19][C:18]([C:12]2[C:11]3[CH2:10][CH2:9][NH:8][CH2:17][CH2:16][C:15]=3[N:14]([CH2:29][C:28]3[CH:31]=[CH:32][C:33]([O:34][CH3:35])=[C:26]([F:25])[CH:27]=3)[N:13]=2)=[CH:23][CH:22]=1, predict the reactants needed to synthesize it. The reactants are: C(OC([N:8]1[CH2:17][CH2:16][C:15]2[NH:14][N:13]=[C:12]([C:18]3[CH:23]=[CH:22][C:21]([Cl:24])=[CH:20][CH:19]=3)[C:11]=2[CH2:10][CH2:9]1)=O)(C)(C)C.[F:25][C:26]1[CH:27]=[C:28]([CH:31]=[CH:32][C:33]=1[O:34][CH3:35])[CH2:29]Br.C(OC(N1CCC2C(=C(C3C=CC(Cl)=CC=3)N(CC3C=CC(OC)=C(F)C=3)N=2)CC1)=O)(C)(C)C. (3) Given the product [CH3:1][O:2][C:3]1[CH:32]=[C:31]([O:33][CH3:34])[CH:30]=[CH:29][C:4]=1[CH2:5][N:6]1[C:10]([C:11]2[C:19]3[C:14](=[N:15][CH:16]=[CH:17][CH:18]=3)[N:13]([CH2:20][C:21]3[CH:26]=[CH:25][CH:24]=[CH:23][C:22]=3[F:27])[N:12]=2)=[N:9][N:8]([CH2:42][CH3:43])[C:7]1=[O:28], predict the reactants needed to synthesize it. The reactants are: [CH3:1][O:2][C:3]1[CH:32]=[C:31]([O:33][CH3:34])[CH:30]=[CH:29][C:4]=1[CH2:5][N:6]1[C:10]([C:11]2[C:19]3[C:14](=[N:15][CH:16]=[CH:17][CH:18]=3)[N:13]([CH2:20][C:21]3[CH:26]=[CH:25][CH:24]=[CH:23][C:22]=3[F:27])[N:12]=2)=[N:9][NH:8][C:7]1=[O:28].C(=O)([O-])[O-].[Cs+].[Cs+].I[CH2:42][CH3:43].O. (4) Given the product [NH2:88][CH2:54][CH2:53][C:50]1[CH:51]=[CH:52][C:47]([CH2:46][C:44]2[C:43]([Cl:56])=[CH:42][C:41]([O:57][CH2:58][C:59]3[CH:64]=[CH:63][CH:62]=[CH:61][CH:60]=3)=[C:40]([C@@H:10]3[O:11][C@H:12]([CH2:31][O:32][CH2:33][C:34]4[CH:39]=[CH:38][CH:37]=[CH:36][CH:35]=4)[C@@H:13]([O:23][CH2:24][C:25]4[CH:26]=[CH:27][CH:28]=[CH:29][CH:30]=4)[C@H:14]([O:15][CH2:16][C:17]4[CH:18]=[CH:19][CH:20]=[CH:21][CH:22]=4)[C@H:9]3[O:8][CH2:1][C:2]3[CH:3]=[CH:4][CH:5]=[CH:6][CH:7]=3)[CH:45]=2)=[CH:48][CH:49]=1, predict the reactants needed to synthesize it. The reactants are: [CH2:1]([O:8][C@@H:9]1[C@@H:14]([O:15][CH2:16][C:17]2[CH:22]=[CH:21][CH:20]=[CH:19][CH:18]=2)[C@H:13]([O:23][CH2:24][C:25]2[CH:30]=[CH:29][CH:28]=[CH:27][CH:26]=2)[C@@H:12]([CH2:31][O:32][CH2:33][C:34]2[CH:39]=[CH:38][CH:37]=[CH:36][CH:35]=2)[O:11][C@H:10]1[C:40]1[CH:45]=[C:44]([CH2:46][C:47]2[CH:52]=[CH:51][C:50]([CH2:53][CH2:54]O)=[CH:49][CH:48]=2)[C:43]([Cl:56])=[CH:42][C:41]=1[O:57][CH2:58][C:59]1[CH:64]=[CH:63][CH:62]=[CH:61][CH:60]=1)[C:2]1[CH:7]=[CH:6][CH:5]=[CH:4][CH:3]=1.C1(P(C2C=CC=CC=2)C2C=CC=CC=2)C=CC=CC=1.C1(=O)[NH:88]C(=O)C2=CC=CC=C12.N(C(OC(C)C)=O)=NC(OC(C)C)=O.C1(C)C=CC=CC=1.O.NN.[OH-].[Na+]. (5) Given the product [CH2:9]([O:8][C:5]1[N:6]=[CH:7][C:2]([C:17]2([OH:16])[CH2:18][CH2:19][N:20]([C:23]([O:25][C:26]([CH3:28])([CH3:27])[CH3:29])=[O:24])[CH2:21][CH2:22]2)=[CH:3][CH:4]=1)[CH3:10], predict the reactants needed to synthesize it. The reactants are: Br[C:2]1[CH:3]=[CH:4][C:5]([O:8][CH2:9][CH3:10])=[N:6][CH:7]=1.C([Li])CCC.[O:16]=[C:17]1[CH2:22][CH2:21][N:20]([C:23]([O:25][C:26]([CH3:29])([CH3:28])[CH3:27])=[O:24])[CH2:19][CH2:18]1.O. (6) Given the product [Cl:9][C:8]1[N:1]=[C:2]([Cl:3])[N:4]=[C:5]([NH:23][C:22]2[CH:24]=[CH:25][CH:26]=[CH:27][C:21]=2[S:18]([CH:15]([CH3:17])[CH3:16])(=[O:20])=[O:19])[N:7]=1, predict the reactants needed to synthesize it. The reactants are: [N:1]1[C:8]([Cl:9])=[N:7][C:5](Cl)=[N:4][C:2]=1[Cl:3].C(=O)([O-])O.[Na+].[CH:15]([S:18]([C:21]1[CH:27]=[CH:26][CH:25]=[CH:24][C:22]=1[NH2:23])(=[O:20])=[O:19])([CH3:17])[CH3:16].CC(C)=O.